From a dataset of Full USPTO retrosynthesis dataset with 1.9M reactions from patents (1976-2016). Predict the reactants needed to synthesize the given product. (1) Given the product [C:22]([O:23][CH:24]([CH2:10][C:9]([CH3:11])=[CH:5][CH2:4][CH2:3][CH:2]([CH3:1])[CH:12]=[CH2:13])[CH3:25])(=[O:16])[CH3:21], predict the reactants needed to synthesize it. The reactants are: [CH3:1][CH:2]([CH:12]=[CH2:13])[CH2:3][CH2:4][CH:5]([C:9]([CH3:11])=[CH2:10])C(=O)C.C(=[O:16])C.B(F)(F)F.[CH3:21][CH2:22][O:23][CH2:24][CH3:25]. (2) Given the product [CH3:1][C:2]1[O:6][C:5]([C:7]2[CH:8]=[CH:9][CH:10]=[CH:11][CH:12]=2)=[N:4][C:3]=1[CH2:13][C:14]#[C:15][C:17]1[CH:24]=[CH:23][C:20]([CH2:21][OH:22])=[CH:19][CH:18]=1, predict the reactants needed to synthesize it. The reactants are: [CH3:1][C:2]1[O:6][C:5]([C:7]2[CH:12]=[CH:11][CH:10]=[CH:9][CH:8]=2)=[N:4][C:3]=1[CH2:13][C:14]#[CH:15].I[C:17]1[CH:24]=[CH:23][C:20]([CH2:21][OH:22])=[CH:19][CH:18]=1.